This data is from Full USPTO retrosynthesis dataset with 1.9M reactions from patents (1976-2016). The task is: Predict the reactants needed to synthesize the given product. (1) Given the product [CH3:1][O:2][C:3]1[CH:4]=[CH:5][C:6]([CH2:7][NH:8][C:9]2[N:14]=[C:13]([O:15][C:16]3[CH:21]=[CH:20][C:19]([NH:22][C:37]([NH:36][C:34](=[O:35])[CH2:33][C:30]4[CH:31]=[CH:32][C:27]([F:26])=[CH:28][CH:29]=4)=[O:38])=[CH:18][C:17]=3[F:23])[CH:12]=[CH:11][N:10]=2)=[CH:24][CH:25]=1, predict the reactants needed to synthesize it. The reactants are: [CH3:1][O:2][C:3]1[CH:25]=[CH:24][C:6]([CH2:7][NH:8][C:9]2[N:14]=[C:13]([O:15][C:16]3[CH:21]=[CH:20][C:19]([NH2:22])=[CH:18][C:17]=3[F:23])[CH:12]=[CH:11][N:10]=2)=[CH:5][CH:4]=1.[F:26][C:27]1[CH:32]=[CH:31][C:30]([CH2:33][C:34]([N:36]=[C:37]=[O:38])=[O:35])=[CH:29][CH:28]=1.COC1C=CC(CNC2N=CN=C(OC3C=CC(NC(NC(=O)CC4C=CC(F)=CC=4)=O)=CC=3F)C=2)=CC=1. (2) Given the product [I:1]([OH:5])(=[O:4])(=[O:3])=[O:2].[O-2:6].[O-2:2].[O-2:2].[Cr+6:9], predict the reactants needed to synthesize it. The reactants are: [I:1]([OH:5])(=[O:4])(=[O:3])=[O:2].[O-2:6].[O-2].[O-2].[Cr+6:9]. (3) Given the product [CH3:1][O:2][C:3]1[CH:11]=[CH:10][C:6]([CH2:7][C:21]([C:20]2[CH:19]=[CH:18][CH:17]=[CH:16][C:15]=2[C:14]([NH:13][CH3:12])=[O:23])=[O:22])=[CH:5][CH:4]=1, predict the reactants needed to synthesize it. The reactants are: [CH3:1][O:2][C:3]1[CH:11]=[CH:10][C:6]([CH2:7][Mg]Cl)=[CH:5][CH:4]=1.[CH3:12][N:13]1[C:21](=[O:22])[C:20]2[C:15](=[CH:16][CH:17]=[CH:18][CH:19]=2)[C:14]1=[O:23]. (4) Given the product [Cl:1][C:2]1[CH:3]=[C:4]([CH:27]=[CH:28][CH:29]=1)[O:5][CH2:6][CH:7]([F:26])[CH2:8][CH2:9][CH:10]1[CH:17]2[CH:13]([O:14][CH:15]([OH:18])[CH2:16]2)[CH2:12][CH:11]1[O:19][CH:20]1[CH2:25][CH2:24][CH2:23][CH2:22][O:21]1, predict the reactants needed to synthesize it. The reactants are: [Cl:1][C:2]1[CH:3]=[C:4]([CH:27]=[CH:28][CH:29]=1)[O:5][CH2:6][CH:7]([F:26])[CH2:8][CH2:9][CH:10]1[CH:17]2[CH:13]([O:14][C:15](=[O:18])[CH2:16]2)[CH2:12][CH:11]1[O:19][CH:20]1[CH2:25][CH2:24][CH2:23][CH2:22][O:21]1.[H-].C([Al+]CC(C)C)C(C)C.